From a dataset of Reaction yield outcomes from USPTO patents with 853,638 reactions. Predict the reaction yield, written as a fraction of the theoretical maximum amount of product (1.0 means a 100% yield; for example, 0.34 means a 34% yield). (1) The reactants are Br[C:2]1[CH:3]=[C:4]([C:8]2[CH:17]=[CH:16][C:15]3[C:10](=[CH:11][CH:12]=[C:13]([C:18]4[N:22]([CH:23]5[CH2:28][CH2:27][CH2:26][CH2:25][CH2:24]5)[C:21]5[CH:29]=[CH:30][C:31]([C:33]([OH:35])=[O:34])=[CH:32][C:20]=5[N:19]=4)[CH:14]=3)[N:9]=2)[CH:5]=[CH:6][CH:7]=1.[Cl:36][C:37]1[CH:42]=[CH:41][C:40](B(O)O)=[CH:39][CH:38]=1.C(=O)(O)[O-].[Na+]. The catalyst is C1(C)C=CC=CC=1.CO.O.C1C=CC([P]([Pd]([P](C2C=CC=CC=2)(C2C=CC=CC=2)C2C=CC=CC=2)([P](C2C=CC=CC=2)(C2C=CC=CC=2)C2C=CC=CC=2)[P](C2C=CC=CC=2)(C2C=CC=CC=2)C2C=CC=CC=2)(C2C=CC=CC=2)C2C=CC=CC=2)=CC=1. The product is [Cl:36][C:37]1[CH:42]=[CH:41][C:40]([C:2]2[CH:7]=[CH:6][CH:5]=[C:4]([C:8]3[CH:17]=[CH:16][C:15]4[C:10](=[CH:11][CH:12]=[C:13]([C:18]5[N:22]([CH:23]6[CH2:24][CH2:25][CH2:26][CH2:27][CH2:28]6)[C:21]6[CH:29]=[CH:30][C:31]([C:33]([OH:35])=[O:34])=[CH:32][C:20]=6[N:19]=5)[CH:14]=4)[N:9]=3)[CH:3]=2)=[CH:39][CH:38]=1. The yield is 0.420. (2) The reactants are [C:1]1([C:3](=[CH:5][CH:6]=[CH:7][CH:8]=1)[OH:4])[OH:2].C[O-].[Na+].[CH3:12][O:13][C:14](=[O:18])[CH:15](Cl)Cl. The catalyst is CO. The product is [O:2]1[C:1]2[CH:8]=[CH:7][CH:6]=[CH:5][C:3]=2[O:4][CH:15]1[C:14]([O:13][CH3:12])=[O:18]. The yield is 0.210. (3) The reactants are [Mg].[F:2][CH:3](Br)[C:4]1C=CC=C[CH:5]=1.[F:11][C:12]([F:33])([F:32])[CH2:13][N:14]1[C:19](=[O:20])[C:18](Cl)=[C:17]([C:22]2[CH:27]=[CH:26][C:25]([S:28]([CH3:31])(=[O:30])=[O:29])=[CH:24][CH:23]=2)[CH:16]=[N:15]1.N1N[C:36](=O)[CH:37]=[CH:38][CH:39]=1. The catalyst is C1COCC1.CCOCC. The product is [F:11][C:12]([F:33])([F:32])[CH2:13][N:14]1[C:19](=[O:20])[C:18]([CH2:36][C:37]2[CH:5]=[CH:4][C:3]([F:2])=[CH:39][CH:38]=2)=[C:17]([C:22]2[CH:27]=[CH:26][C:25]([S:28]([CH3:31])(=[O:30])=[O:29])=[CH:24][CH:23]=2)[CH:16]=[N:15]1. The yield is 0.280. (4) The reactants are [NH:1]1[CH:5]=[C:4]([CH2:6][CH2:7][NH:8][C:9](=[O:25])[NH:10][C@@H:11]([CH2:16][C:17]2[CH:22]=[CH:21][C:20]([O:23][CH3:24])=[CH:19][CH:18]=2)[C:12]([O:14]C)=[O:13])[N:3]=[CH:2]1.[OH-].[Li+].O1CCCC1. The catalyst is O. The product is [NH:1]1[CH:5]=[C:4]([CH2:6][CH2:7][NH:8][C:9](=[O:25])[NH:10][CH:11]([CH2:16][C:17]2[CH:18]=[CH:19][C:20]([O:23][CH3:24])=[CH:21][CH:22]=2)[C:12]([OH:14])=[O:13])[N:3]=[CH:2]1. The yield is 0.700. (5) The reactants are [H-].[Na+].C(#[N:5])C.[NH2:6][C:7]1[N:12]=[C:11]([CH2:13][C:14]2[C:19]([Cl:20])=[CH:18][CH:17]=[CH:16][C:15]=2[Cl:21])[N:10]=[C:9]([NH:22][C:23]2[CH:30]=[CH:29][C:26]([C:27]#[N:28])=[CH:25][CH:24]=2)[N:8]=1.Cl[CH2:32][CH2:33][CH2:34][N:35]=[C:36]=[O:37]. The catalyst is O1CCOCC1.CN1CCCC1=O. The product is [C:27]([C:26]1[CH:25]=[CH:24][C:23]([NH:22][C:9]2[N:10]=[C:11]([CH2:13][C:14]3[C:19]([Cl:20])=[CH:18][CH:17]=[CH:16][C:15]=3[Cl:21])[N:12]=[C:7]([NH:6][CH2:32][CH2:33][CH2:34][NH:35][C:36]([NH2:5])=[O:37])[N:8]=2)=[CH:30][CH:29]=1)#[N:28]. The yield is 0.189. (6) The reactants are [CH3:1][C:2]1[C:3](=[O:14])[C:4]([CH3:13])([CH2:8][CH:9]=C(C)C)[CH2:5][CH2:6][CH:7]=1.C([Al](Cl)Cl)C.[NH4+].[Cl-].[C:22]1(C)[CH:27]=CC=C[CH:23]=1. No catalyst specified. The product is [CH:22]([C:6]12[CH2:5][C:4]([CH3:13])([CH2:8][CH2:9]1)[C:3](=[O:14])[C:2]([CH3:1])=[CH:7]2)([CH3:27])[CH3:23]. The yield is 0.900. (7) The reactants are Cl[C:2]1[CH:7]=[CH:6][N:5]2[N:8]=[CH:9][C:10]([C:11]([NH:13][C:14]3[N:18]([C:19]4[CH:24]=[CH:23][CH:22]=[C:21]([C:25]([F:28])([F:27])[F:26])[CH:20]=4)[N:17]=[CH:16][CH:15]=3)=[O:12])=[C:4]2[N:3]=1.[NH3:29]. The catalyst is C(O)C. The product is [F:26][C:25]([F:28])([F:27])[C:21]1[CH:20]=[C:19]([N:18]2[C:14]([NH:13][C:11]([C:10]3[CH:9]=[N:8][N:5]4[CH:6]=[CH:7][C:2]([NH2:29])=[N:3][C:4]=34)=[O:12])=[CH:15][CH:16]=[N:17]2)[CH:24]=[CH:23][CH:22]=1. The yield is 0.0400. (8) The yield is 0.730. The product is [Cl:42][CH2:43][S:44]([N:20]1[CH2:21][CH2:22][CH:17]([N:14]2[C:12]3=[N:13][C:8]([N:7]4[C:6]5[CH:29]=[CH:30][CH:31]=[C:32]([O:33][CH3:34])[C:5]=5[N:4]=[C:3]4[CH:2]([F:1])[F:35])=[N:9][C:10]([N:23]4[CH2:24][CH2:25][O:26][CH2:27][CH2:28]4)=[C:11]3[CH:16]=[N:15]2)[CH2:18][CH2:19]1)(=[O:46])=[O:45]. The catalyst is C(Cl)Cl.O. The reactants are [F:1][CH:2]([F:35])[C:3]1[N:7]([C:8]2[N:13]=[C:12]3[N:14]([CH:17]4[CH2:22][CH2:21][NH:20][CH2:19][CH2:18]4)[N:15]=[CH:16][C:11]3=[C:10]([N:23]3[CH2:28][CH2:27][O:26][CH2:25][CH2:24]3)[N:9]=2)[C:6]2[CH:29]=[CH:30][CH:31]=[C:32]([O:33][CH3:34])[C:5]=2[N:4]=1.C([O-])([O-])=O.[K+].[K+].[Cl:42][CH2:43][S:44](Cl)(=[O:46])=[O:45]. (9) The reactants are [Br:1][C:2]1[CH:3]=[CH:4][C:5]([C:8]([NH:10][CH:11](O)[C:12]([C:14]2[C:23]3[C:18](=[CH:19][CH:20]=[CH:21][CH:22]=3)[CH:17]=[CH:16][CH:15]=2)=[O:13])=[O:9])=[N:6][CH:7]=1.P(Cl)(Cl)(Cl)(Cl)Cl.[Cl:31][C:32]1[CH:38]=[CH:37][C:35]([NH2:36])=[CH:34][CH:33]=1. The catalyst is C(Cl)(Cl)Cl.C1COCC1. The product is [Br:1][C:2]1[CH:3]=[CH:4][C:5]([C:8]([NH:10][CH:11]([NH:36][C:35]2[CH:37]=[CH:38][C:32]([Cl:31])=[CH:33][CH:34]=2)[C:12]([C:14]2[C:23]3[C:18](=[CH:19][CH:20]=[CH:21][CH:22]=3)[CH:17]=[CH:16][CH:15]=2)=[O:13])=[O:9])=[N:6][CH:7]=1. The yield is 0.370. (10) The product is [NH2:1][C:2]1[C:3]2[C:10]([C:11]3[CH:12]=[N:13][C:14]4[C:19]([CH:20]=3)=[CH:18][CH:17]=[CH:16][CH:15]=4)=[C:9]3[CH2:26][CH2:25][CH2:24][C@H:23]([NH:27][C:28](=[O:34])[O:29][C:30]([CH3:33])([CH3:32])[CH3:31])[CH2:22][N:8]3[C:4]=2[N:5]=[CH:6][N:7]=1. The yield is 0.920. The reactants are [NH2:1][C:2]1[C:3]2[C:10]([C:11]3[CH:12]=[N:13][C:14]4[C:19]([CH:20]=3)=[CH:18][CH:17]=[CH:16][CH:15]=4)=[C:9](Br)[N:8]([CH2:22][C@@H:23]([NH:27][C:28](=[O:34])[O:29][C:30]([CH3:33])([CH3:32])[CH3:31])[CH2:24][CH:25]=[CH2:26])[C:4]=2[N:5]=[CH:6][N:7]=1.NC1C2C(C3C=NC4C(C=3)=CC=CC=4)=C3N(C=2N=CN=1)C[C@@H](NC(=O)OC(C)(C)C)CC3. No catalyst specified.